Dataset: Full USPTO retrosynthesis dataset with 1.9M reactions from patents (1976-2016). Task: Predict the reactants needed to synthesize the given product. (1) The reactants are: [C:1](=[O:14])([O-])[O:2][C:3]1[CH:8]=CC=C[C:4]=1C(C)(C)C.[C:15]1([CH2:23][NH2:24])[CH:20]=[CH:19][C:18]([CH2:21][NH2:22])=[CH:17][CH:16]=1.[CH2:25](O)C. Given the product [C:1]([NH:22][CH2:21][C:18]1[CH:19]=[CH:20][C:15]([CH2:23][NH2:24])=[CH:16][CH:17]=1)([O:2][C:3]([CH3:4])([CH3:8])[CH3:25])=[O:14], predict the reactants needed to synthesize it. (2) The reactants are: CN(C(ON1N=N[C:11]2[CH:12]=[CH:13][CH:14]=[CH:15][C:10]1=2)=[N+](C)C)C.F[P-](F)(F)(F)(F)F.[CH3:25][CH2:26][CH2:27][CH2:28][CH2:29][CH2:30][CH2:31][CH2:32][CH2:33][CH2:34][CH2:35][CH2:36][CH2:37]/[CH:38]=[CH:39]/[C@@H:40]([OH:45])[C@@H:41]([NH2:44])[CH2:42][OH:43].C(N([CH2:51][CH3:52])CC)C.CN([CH:56]=[O:57])C. Given the product [CH3:25][CH2:26][CH2:27][CH2:28][CH2:29][CH2:30][CH2:31][CH2:51][CH2:52][CH2:10][CH2:15][CH2:14][CH2:13][CH2:12][CH2:11][C:56]([NH:44][C@H:41]([C@H:40]([OH:45])/[CH:39]=[CH:38]/[CH2:37][CH2:36][CH2:35][CH2:34][CH2:33][CH2:32][CH2:31][CH2:30][CH2:29][CH2:28][CH2:27][CH2:26][CH3:25])[CH2:42][OH:43])=[O:57], predict the reactants needed to synthesize it. (3) Given the product [F:1][C:2]1[CH:35]=[CH:34][CH:33]=[CH:32][C:3]=1[O:4][C:5]1[C:19]([O:20][C:21]2[CH:22]=[N:23][C:24]([S:27]([CH2:30][CH3:31])(=[O:28])=[O:29])=[CH:25][CH:26]=2)=[CH:18][C:8]2[NH:9][C:10]([C:12]3[CH:17]=[CH:16][NH:36][N:13]=3)=[N:11][C:7]=2[CH:6]=1, predict the reactants needed to synthesize it. The reactants are: [F:1][C:2]1[CH:35]=[CH:34][CH:33]=[CH:32][C:3]=1[O:4][C:5]1[C:19]([O:20][C:21]2[CH:22]=[N:23][C:24]([S:27]([CH2:30][CH3:31])(=[O:29])=[O:28])=[CH:25][CH:26]=2)=[CH:18][C:8]2[NH:9][C:10]([C:12]3[CH:17]=[CH:16]C=C[N:13]=3)=[N:11][C:7]=2[CH:6]=1.[NH:36]1C=CC(C=O)=N1. (4) Given the product [CH2:13]([O:14][C:38](=[O:39])[CH2:36][C:34](=[O:35])[CH2:32][Cl:2])[CH3:12], predict the reactants needed to synthesize it. The reactants are: [Mg+2].[Cl-:2].[Cl-].[Cl-].[K+].CC1(C)S[C@@H]2[C@H:12](NC([C@H](N)C3C=CC=CC=3)=O)[C:13](=[O:14])N2[C@H]1C(O)=O.O=C[C@H:32]([C@@H:34]([C@@H:36]([CH2:38][OH:39])O)[OH:35])O. (5) The reactants are: [Cl:1][C:2]1[CH:3]=[C:4]([OH:9])[CH:5]=[CH:6][C:7]=1[F:8].[CH2:10]([O:12][C:13]([C:15]1([CH2:29]I)[CH2:19][CH2:18][N:17]([C:20](=[O:28])[C:21]2[CH:26]=[CH:25][C:24]([F:27])=[CH:23][CH:22]=2)[CH2:16]1)=[O:14])[CH3:11]. Given the product [CH2:10]([O:12][C:13]([C:15]1([CH2:29][O:9][C:4]2[CH:5]=[CH:6][C:7]([F:8])=[C:2]([Cl:1])[CH:3]=2)[CH2:19][CH2:18][N:17]([C:20](=[O:28])[C:21]2[CH:22]=[CH:23][C:24]([F:27])=[CH:25][CH:26]=2)[CH2:16]1)=[O:14])[CH3:11], predict the reactants needed to synthesize it. (6) The reactants are: [Li+].[BH4-].CO.[Cl:5][C:6]1[CH:11]=[CH:10][C:9]([C:12]([N:19]2[C:27]3[C:22](=[C:23]([N:28]([CH2:33][O:34][CH2:35][CH2:36][Si:37]([CH3:40])([CH3:39])[CH3:38])[S:29]([CH3:32])(=[O:31])=[O:30])[CH:24]=[CH:25][CH:26]=3)[CH:21]=[N:20]2)([CH2:17][CH3:18])[C:13](OC)=[O:14])=[CH:8][CH:7]=1. Given the product [Cl:5][C:6]1[CH:11]=[CH:10][C:9]([C:12]([N:19]2[C:27]3[C:22](=[C:23]([N:28]([CH2:33][O:34][CH2:35][CH2:36][Si:37]([CH3:39])([CH3:38])[CH3:40])[S:29]([CH3:32])(=[O:30])=[O:31])[CH:24]=[CH:25][CH:26]=3)[CH:21]=[N:20]2)([CH2:17][CH3:18])[CH2:13][OH:14])=[CH:8][CH:7]=1, predict the reactants needed to synthesize it.